From a dataset of Catalyst prediction with 721,799 reactions and 888 catalyst types from USPTO. Predict which catalyst facilitates the given reaction. (1) Reactant: [CH:1]1([C:4]2[CH:9]=[CH:8][C:7]([N:10]3[CH2:14][CH2:13][C:12]4([CH2:19][CH2:18][NH:17][CH2:16][CH2:15]4)[C:11]3=[O:20])=[CH:6][CH:5]=2)[CH2:3][CH2:2]1.S(Cl)([Cl:24])(=O)=O.CCN(CC)CC. Product: [Cl:24][C:6]1[CH:5]=[C:4]([CH:1]2[CH2:3][CH2:2]2)[CH:9]=[CH:8][C:7]=1[N:10]1[CH2:14][CH2:13][C:12]2([CH2:19][CH2:18][NH:17][CH2:16][CH2:15]2)[C:11]1=[O:20]. The catalyst class is: 22. (2) Reactant: [CH2:1]([NH:8][C:9](=[O:49])[N:10]([C:20]1[N:25]=[CH:24][N:23]=[C:22]([N:26]([C:34]2[CH:39]=[CH:38][C:37]([N:40]3[CH2:45][CH2:44][N:43]([CH3:46])[CH2:42][CH2:41]3)=[CH:36][C:35]=2[O:47][CH3:48])C(=O)OC(C)(C)C)[CH:21]=1)[C:11]1[CH:16]=[CH:15][CH:14]=[C:13]([N+:17]([O-])=O)[CH:12]=1)[C:2]1[CH:7]=[CH:6][CH:5]=[CH:4][CH:3]=1.O.O.[Sn](Cl)Cl.Cl.[OH-].[NH4+].C([O-])([O-])=O.[Na+].[Na+]. Product: [NH2:17][C:13]1[CH:12]=[C:11]([N:10]([C:20]2[CH:21]=[C:22]([NH:26][C:34]3[CH:39]=[CH:38][C:37]([N:40]4[CH2:41][CH2:42][N:43]([CH3:46])[CH2:44][CH2:45]4)=[CH:36][C:35]=3[O:47][CH3:48])[N:23]=[CH:24][N:25]=2)[C:9]([NH:8][CH2:1][C:2]2[CH:3]=[CH:4][CH:5]=[CH:6][CH:7]=2)=[O:49])[CH:16]=[CH:15][CH:14]=1. The catalyst class is: 13.